From a dataset of Experimentally validated miRNA-target interactions with 360,000+ pairs, plus equal number of negative samples. Binary Classification. Given a miRNA mature sequence and a target amino acid sequence, predict their likelihood of interaction. (1) The miRNA is cel-miR-62 with sequence UGAUAUGUAAUCUAGCUUACAG. The protein sequence of the target gene is MGPISAPSCRWRIPWQGLLLTASLFTFWNPPTTAQLTIEAVPSNAAEGKEVLLLVHNLPQDPRGYNWYKGETVDANRRIIGYVISNQQITPGPAYSNRETIYPNASLLMRNVTRNDTGSYTLQVIKLNLMSEEVTGQFSVHPETPKPSISSNNSNPVEDKDAVAFTCEPETQNTTYLWWVNGQSLPVSPRLQLSNGNRTLTLLSVTRNDVGPYECEIQNPASANFSDPVTLNVLYGPDAPTISPSDTYYHAGVNLNLSCHAASNPPSQYSWSVNGTFQQYTQKLFIPNITTKNSGSYACH.... Result: 0 (no interaction). (2) The miRNA is hsa-miR-8063 with sequence UCAAAAUCAGGAGUCGGGGCUU. The protein sequence of the target gene is MPSKQIRKQSISVTRGARRRDEDSGTDVGEGTDEWSQSKATVRPPDQLELTDAELKEEFTRILTANNPHAPQNIVRYSFKEGTYKLIGFVNQMAVHFSQVGNLIPKDSDEGRRQHYRDEMVAGSQESIKVVTSEAENLEEEEEPKEGEGEAEAEAEAGSQTDIPAAAETTEKVIEEELMAPVQPKERKLTNQFNFSERASQTFNNPLRDRECQMEPPPRTNFSATANQWEIYDAYVDELEKQEKTKEKEKAKTPVAKKTEKMAMRKLTSMESQSDDITKVTQAAKIVERMVNQNTYDDVA.... Result: 0 (no interaction). (3) The miRNA is hsa-miR-145-5p with sequence GUCCAGUUUUCCCAGGAAUCCCU. The protein sequence of the target gene is MVAAAAADALAAGGDSSSPSDLYNKITGQQSSTTTSLSYAACDVITRHLISMLLEISNWTNDLAKYLAGSEQSSDDGHNERCLLFSSIFFAIDPSLALAQMSSVASKHALLIALGGFSIAALFVWYINKKDKDGRKKKKVGDVISNGLPKTATASDVQTENGNVKKANGHVNGDVQSSIGVSQKQQQKDEDEKTQKKDAVQNEKPSIDKKQPKSQAPTEKKEEKTVEIHTETEETDHVAAGDSGVVSEHKEHDKKTKQKNDEPVSIDKKSEEIEVPKQAGVVNEEPKKQSEETVVEEQFV.... Result: 0 (no interaction). (4) The miRNA is mmu-miR-343 with sequence UCUCCCUUCAUGUGCCCAGA. The protein sequence of the target gene is MALHPRRVRLKPWLVAQVDSGLYPGLIWLHRDSKRFQIPWKHATRHSPQQEEENTIFKAWAVETGKYQEGVDDPDPAKWKAQLRCALNKSREFNLMYDGTKEVPMNPVKIYQVCDIPQTQGSVINPGSTGSAPWDEKDNDVDEDEEEDELEQSQHHVPIQDTFPFLNINGSPMAPASVGNCSVGNCSPESVWPKTEPLEMEVPQAPIQPFYSSPELWISSLPMTDLDIKFQYRGKEYGQTMTVSNPQGCRLFYGDLGPMPDQEELFGPVSLEQVKFPGPEHITNEKQKLFTSKLLDVMDR.... Result: 1 (interaction). (5) The miRNA is hsa-miR-4678 with sequence AAGGUAUUGUUCAGACUUAUGA. The protein sequence of the target gene is MPSQNYDLPQKKQEKMTKFQEAVTFKDVAVVFSREELRLLDLTQRKLYRDVMVENFKNLVAVGHLPFQPDMVSQLEAEEKLWMMETETQRSSKHQNKMETLQKFALKYLSNQELSCWQIWKQVASELTRCLQGKSSQLLQGDSIQVSENENNIMNPKGDSSIYIENQEFPFWRTQHSCGNTYLSESQIQSRGKQIDVKNNLQIHEDFMKKSPFHEHIKTDTEPKPCKGNEYGKIISDGSNQKLPLGEKPHPCGECGRGFSYSPRLPLHPNVHTGEKCFSQSSHLRTHQRIHPGEKLNRCH.... Result: 0 (no interaction). (6) The miRNA is hsa-miR-126-5p with sequence CAUUAUUACUUUUGGUACGCG. The protein sequence of the target gene is MNMIWRNSISCLRLGKVPHRYQSGYHPVAPLGSRILTDPAKVFEHNMWDHMQWSKEEEAAARKKVKENSAVRVLLEEQVKYEREASKYWDTFYKIHKNKFFKDRNWLLREFPEILPVDQKPEEKARESSWDHVKTSATNRFSRMHCPTVPDEKNHYEKSSGSSEGQSKTESDFSNLDSEKHKKGPMETGLFPGSNATFRILEVGCGAGNSVFPILNTLENSPESFLYCCDFASGAVELVKSHSSYRATQCFAFVHDVCDDGLPYPFPDGILDVILLVFVLSSIHPDRTLFI. Result: 1 (interaction). (7) The miRNA is cel-miR-55-3p with sequence UACCCGUAUAAGUUUCUGCUGAG. The protein sequence of the target gene is MAPARLFALLLFFVGGVAESIRETEVIDPQDLLEGRYFSGALPDDEDVVGPGQESDDFELSGSGDLDDLEDSMIGPEVVHPLVPLDNHIPERAGSGSQVPTEPKKLEENEVIPKRISPVEESEDVSNKVSMSSTVQGSNIFERTEVLAALIVGGIVGILFAVFLILLLMYRMKKKDEGSYDLGKKPIYKKAPTNEFYA. Result: 0 (no interaction). (8) The miRNA is hsa-miR-4645-3p with sequence AGACAGUAGUUCUUGCCUGGUU. The protein sequence of the target gene is MAFQKAVKGTILVGGGALATVLGLSPFAHYRRKQVSLAYVEAAGYLTEPVNREPPSREAQLMTLKNTPEFDILVIGGGATGCGCALDAVTRGLKTALVERDDFSSGTSSRSTKLIHGGVRYLQKAIMNLDVEQYRMVKEALHERANLLEIAPHLSAPLPIMLPLYKWWQLPYYWVGIKMYDLVAGSQCLKSSYVLSKSRALEHFPMLQKDKLVGAIVYYDGQHNDARMNLAIALTAARYGAATANYMEVVSLLKKTDPETGKERVSGARCKDVLTGQEFDVRAKCVINASGPFTDSVRKM.... Result: 0 (no interaction).